Dataset: NCI-60 drug combinations with 297,098 pairs across 59 cell lines. Task: Regression. Given two drug SMILES strings and cell line genomic features, predict the synergy score measuring deviation from expected non-interaction effect. (1) Drug 1: CC1=CC=C(C=C1)C2=CC(=NN2C3=CC=C(C=C3)S(=O)(=O)N)C(F)(F)F. Drug 2: C(CC(=O)O)C(=O)CN.Cl. Cell line: KM12. Synergy scores: CSS=-1.64, Synergy_ZIP=2.17, Synergy_Bliss=7.02, Synergy_Loewe=-0.170, Synergy_HSA=1.29. (2) Drug 1: CC(C)(C#N)C1=CC(=CC(=C1)CN2C=NC=N2)C(C)(C)C#N. Drug 2: C1CNP(=O)(OC1)N(CCCl)CCCl. Cell line: SR. Synergy scores: CSS=2.54, Synergy_ZIP=-3.51, Synergy_Bliss=-2.23, Synergy_Loewe=-1.82, Synergy_HSA=-1.34. (3) Drug 1: CC(C1=C(C=CC(=C1Cl)F)Cl)OC2=C(N=CC(=C2)C3=CN(N=C3)C4CCNCC4)N. Drug 2: CNC(=O)C1=NC=CC(=C1)OC2=CC=C(C=C2)NC(=O)NC3=CC(=C(C=C3)Cl)C(F)(F)F. Cell line: OVCAR-8. Synergy scores: CSS=12.6, Synergy_ZIP=-7.62, Synergy_Bliss=-5.70, Synergy_Loewe=-6.28, Synergy_HSA=-6.12. (4) Drug 1: C1=C(C(=O)NC(=O)N1)N(CCCl)CCCl. Drug 2: CCC1=C2CN3C(=CC4=C(C3=O)COC(=O)C4(CC)O)C2=NC5=C1C=C(C=C5)O. Cell line: 786-0. Synergy scores: CSS=14.3, Synergy_ZIP=-4.24, Synergy_Bliss=-6.38, Synergy_Loewe=-12.0, Synergy_HSA=-3.91. (5) Drug 1: CC1=C(C=C(C=C1)C(=O)NC2=CC(=CC(=C2)C(F)(F)F)N3C=C(N=C3)C)NC4=NC=CC(=N4)C5=CN=CC=C5. Drug 2: CS(=O)(=O)CCNCC1=CC=C(O1)C2=CC3=C(C=C2)N=CN=C3NC4=CC(=C(C=C4)OCC5=CC(=CC=C5)F)Cl. Cell line: MDA-MB-231. Synergy scores: CSS=-12.7, Synergy_ZIP=5.04, Synergy_Bliss=-1.73, Synergy_Loewe=-15.3, Synergy_HSA=-15.1. (6) Drug 1: CN(C)N=NC1=C(NC=N1)C(=O)N. Drug 2: CC12CCC3C(C1CCC2O)C(CC4=C3C=CC(=C4)O)CCCCCCCCCS(=O)CCCC(C(F)(F)F)(F)F. Cell line: IGROV1. Synergy scores: CSS=8.40, Synergy_ZIP=-4.94, Synergy_Bliss=-3.02, Synergy_Loewe=-3.76, Synergy_HSA=-3.14. (7) Drug 1: COC1=CC(=CC(=C1O)OC)C2C3C(COC3=O)C(C4=CC5=C(C=C24)OCO5)OC6C(C(C7C(O6)COC(O7)C8=CC=CS8)O)O. Drug 2: CC(C)(C#N)C1=CC(=CC(=C1)CN2C=NC=N2)C(C)(C)C#N. Cell line: HS 578T. Synergy scores: CSS=16.1, Synergy_ZIP=-1.44, Synergy_Bliss=-3.55, Synergy_Loewe=-8.43, Synergy_HSA=-3.04.